From a dataset of Peptide-MHC class II binding affinity with 134,281 pairs from IEDB. Regression. Given a peptide amino acid sequence and an MHC pseudo amino acid sequence, predict their binding affinity value. This is MHC class II binding data. The peptide sequence is GKWYLKAMTADQEVPE. The MHC is DRB1_0701 with pseudo-sequence DRB1_0701. The binding affinity (normalized) is 0.524.